From a dataset of Forward reaction prediction with 1.9M reactions from USPTO patents (1976-2016). Predict the product of the given reaction. (1) Given the reactants [OH-].[Na+].[Cl:3][C:4]1[C:9]([C:10]2[N:14]=[C:13]([C:15]3[CH:20]=[CH:19][C:18]([O:21][CH:22]([CH3:24])[CH3:23])=[C:17]([C:25]#[N:26])[CH:16]=3)[O:12][N:11]=2)=[CH:8][CH:7]=[CH:6][C:5]=1[CH2:27][CH2:28][CH2:29][C:30]([O:32]CC)=[O:31].Cl, predict the reaction product. The product is: [Cl:3][C:4]1[C:9]([C:10]2[N:14]=[C:13]([C:15]3[CH:20]=[CH:19][C:18]([O:21][CH:22]([CH3:24])[CH3:23])=[C:17]([C:25]#[N:26])[CH:16]=3)[O:12][N:11]=2)=[CH:8][CH:7]=[CH:6][C:5]=1[CH2:27][CH2:28][CH2:29][C:30]([OH:32])=[O:31]. (2) Given the reactants [Cl:1][C:2]1[CH:3]=[C:4]2[C:8](=[CH:9][CH:10]=1)[NH:7][CH:6]=[C:5]2[CH2:11][CH2:12][NH:13][C:14](=[O:23])[C:15]1[CH:20]=[CH:19][C:18]([CH2:21]Cl)=[CH:17][CH:16]=1.[CH2:24]([NH2:31])[C:25]1[CH:30]=[CH:29][CH:28]=[CH:27][CH:26]=1.[I-].[Na+], predict the reaction product. The product is: [CH2:24]([NH:31][CH2:21][C:18]1[CH:19]=[CH:20][C:15]([C:14]([NH:13][CH2:12][CH2:11][C:5]2[C:4]3[C:8](=[CH:9][CH:10]=[C:2]([Cl:1])[CH:3]=3)[NH:7][CH:6]=2)=[O:23])=[CH:16][CH:17]=1)[C:25]1[CH:30]=[CH:29][CH:28]=[CH:27][CH:26]=1. (3) Given the reactants FC(F)(F)S(O[C:7]1[CH:16]=[C:15]([CH3:17])[CH:14]=[CH:13][C:8]=1[C:9]([O:11][CH3:12])=[O:10])(=O)=O.C([O-])([O-])=O.[Na+].[Na+].[C:26]1(B(O)O)[CH:31]=[CH:30][CH:29]=[CH:28][CH:27]=1.[Li+].[Cl-], predict the reaction product. The product is: [CH3:17][C:15]1[CH:14]=[CH:13][C:8]([C:9]([O:11][CH3:12])=[O:10])=[C:7]([C:26]2[CH:31]=[CH:30][CH:29]=[CH:28][CH:27]=2)[CH:16]=1. (4) Given the reactants [CH3:1][C:2](C)([O-])C.[K+].[Br-].[Cl:8][C:9]1[C:14]([CH2:15][P+](C2C=CC=CC=2)(C2C=CC=CC=2)C2C=CC=CC=2)=[CH:13][CH:12]=[CH:11][N:10]=1.[F:35][C:36]1[CH:46]=[CH:45][C:39]([C:40]([C:42]([O-:44])=[O:43])=O)=[CH:38][CH:37]=1.C(OCC)(=O)C, predict the reaction product. The product is: [Cl:8][C:9]1[C:14]([CH:15]=[C:40]([C:39]2[CH:45]=[CH:46][C:36]([F:35])=[CH:37][CH:38]=2)[C:42]([O:44][CH2:1][CH3:2])=[O:43])=[CH:13][CH:12]=[CH:11][N:10]=1. (5) Given the reactants [Cl:1][CH2:2][CH2:3][C@H:4]([C:6]1[S:7][CH:8]=[CH:9][CH:10]=1)[OH:5].O[C:12]1[C:17]2[S:18][CH:19]=[CH:20][C:16]=2[CH:15]=[CH:14][CH:13]=1, predict the reaction product. The product is: [Cl:1][CH2:2][CH2:3][C@H:4]([O:5][C:12]1[C:17]2[S:18][CH:19]=[CH:20][C:16]=2[CH:15]=[CH:14][CH:13]=1)[C:6]1[S:7][CH:8]=[CH:9][CH:10]=1.